Dataset: Full USPTO retrosynthesis dataset with 1.9M reactions from patents (1976-2016). Task: Predict the reactants needed to synthesize the given product. (1) Given the product [Br:26][C:27]1[C:28]([CH3:40])=[C:29]([N:33]2[CH2:38][CH2:37][N:36]([C:44]([C:43]3[CH:47]=[CH:48][CH:49]=[C:50]([C:51]([F:52])([F:53])[F:54])[C:42]=3[Cl:41])=[O:45])[CH2:35][C:34]2=[O:39])[CH:30]=[CH:31][CH:32]=1, predict the reactants needed to synthesize it. The reactants are: ClC1C=C(F)C=CC=1N1CCN(C(C2C=CC=C(Cl)C=2Cl)=O)CC1=O.[Br:26][C:27]1[C:28]([CH3:40])=[C:29]([N:33]2[CH2:38][CH2:37][NH:36][CH2:35][C:34]2=[O:39])[CH:30]=[CH:31][CH:32]=1.[Cl:41][C:42]1[C:50]([C:51]([F:54])([F:53])[F:52])=[CH:49][CH:48]=[CH:47][C:43]=1[C:44](Cl)=[O:45].ClC1C=C(F)C=CC=1N1CCNCC1=O.ClC1C(Cl)=CC=CC=1C(Cl)=O. (2) Given the product [CH3:1][C@@H:2]1[C@@H:16]2[C:11](=[C:12]([OH:31])[C@:13]3([OH:30])[C:21](=[O:22])[C:20]([C:23]([NH2:25])=[O:24])=[C:19]([OH:26])[C@@H:18]([N:27]([CH3:28])[CH3:29])[C@@H:14]3[C@H:15]2[OH:17])[C:9](=[O:10])[C:8]2[C:7]([OH:32])=[CH:6][CH:5]=[CH:4][C:3]1=2.[CH3:34][C:35]1[C:40]([NH:41][C:42]2[N:47]=[CH:46][CH:45]=[CH:44][C:43]=2[C:48]([OH:50])=[O:49])=[CH:39][CH:38]=[CH:37][C:36]=1[C:51]([F:53])([F:52])[F:54], predict the reactants needed to synthesize it. The reactants are: [CH3:1][C@:2]1(O)[C@@H:16]2[C:11](=[C:12]([OH:31])[C@:13]3([OH:30])[C:21](=[O:22])[C:20]([C:23]([NH2:25])=[O:24])=[C:19]([OH:26])[C@@H:18]([N:27]([CH3:29])[CH3:28])[C@@H:14]3[C@H:15]2[OH:17])[C:9](=[O:10])[C:8]2[C:7]([OH:32])=[CH:6][CH:5]=[CH:4][C:3]1=2.[CH3:34][C:35]1[C:40]([NH:41][C:42]2[N:47]=[CH:46][CH:45]=[CH:44][C:43]=2[C:48]([OH:50])=[O:49])=[CH:39][CH:38]=[CH:37][C:36]=1[C:51]([F:54])([F:53])[F:52]. (3) Given the product [Br:11][C:12]1[CH:13]=[C:14]([O:21][CH3:22])[C:15]2[N:16]([N:18]=[CH:19][C:20]=2[CH:9]=[O:10])[CH:17]=1, predict the reactants needed to synthesize it. The reactants are: P(Cl)(Cl)(Cl)=O.CN([CH:9]=[O:10])C.[Br:11][C:12]1[CH:13]=[C:14]([O:21][CH3:22])[C:15]2[N:16]([N:18]=[CH:19][CH:20]=2)[CH:17]=1.